Dataset: Forward reaction prediction with 1.9M reactions from USPTO patents (1976-2016). Task: Predict the product of the given reaction. (1) Given the reactants [C:1]([O:5][C:6](=[O:20])[CH2:7][O:8][C:9]1[CH:14]=[CH:13][C:12]([S:15][C:16](=O)[CH3:17])=[CH:11][C:10]=1[CH3:19])([CH3:4])([CH3:3])[CH3:2].[CH2:21](Br)C#C.CO.C([O-])([O-])=O.[Cs+].[Cs+], predict the reaction product. The product is: [C:1]([O:5][C:6](=[O:20])[CH2:7][O:8][C:9]1[CH:14]=[CH:13][C:12]([S:15][CH2:16][C:17]#[CH:21])=[CH:11][C:10]=1[CH3:19])([CH3:4])([CH3:3])[CH3:2]. (2) Given the reactants [S:1]1[C:5]2[CH:6]=[CH:7][CH:8]=[CH:9][C:4]=2[C:3]([C:10]([OH:12])=O)=[CH:2]1.[ClH:13].Cl.[CH3:15][C:16]1([CH3:33])[CH2:20][C:19]2([CH2:25][CH2:24][CH2:23][N:22]([CH:26]3[CH2:31][CH2:30][NH:29][CH2:28][CH2:27]3)[CH2:21]2)[C:18](=[O:32])[O:17]1, predict the reaction product. The product is: [ClH:13].[S:1]1[C:5]2[CH:6]=[CH:7][CH:8]=[CH:9][C:4]=2[C:3]([C:10]([N:29]2[CH2:30][CH2:31][CH:26]([N:22]3[CH2:23][CH2:24][CH2:25][C:19]4([C:18](=[O:32])[O:17][C:16]([CH3:15])([CH3:33])[CH2:20]4)[CH2:21]3)[CH2:27][CH2:28]2)=[O:12])=[CH:2]1. (3) Given the reactants [O:1]=[S:2](Cl)Cl.[Cl:5][C:6]1[CH:7]=[CH:8][C:9]([O:17][CH2:18][C:19]2[CH:24]=[CH:23][C:22]([Cl:25])=[CH:21][C:20]=2[F:26])=[C:10]([CH:16]=1)[CH2:11][NH:12][CH2:13][CH2:14][OH:15].N1C=CN=C1, predict the reaction product. The product is: [Cl:5][C:6]1[CH:7]=[CH:8][C:9]([O:17][CH2:18][C:19]2[CH:24]=[CH:23][C:22]([Cl:25])=[CH:21][C:20]=2[F:26])=[C:10]([CH:16]=1)[CH2:11][N:12]1[CH2:13][CH2:14][O:15][S:2]1=[O:1]. (4) Given the reactants BrC1C(=O)C(C(O)=O)=CN(C(C)C)C=1C.[Br:16][C:17]1[C:18](=[O:31])[C:19]([C:28]([OH:30])=O)=[CH:20][N:21]([C@@H:24]([CH2:26][CH3:27])[CH3:25])[C:22]=1[CH3:23].Cl.CS(C1C=CC(CN)=CC=1)(=O)=O.[CH3:45][C:46]1[O:50][C:49]([CH2:51][NH2:52])=[N:48][N:47]=1.BrBr, predict the reaction product. The product is: [CH3:45][C:46]1[O:50][C:49]([CH2:51][NH:52][C:28]([C:19]2[C:18](=[O:31])[C:17]([Br:16])=[C:22]([CH3:23])[N:21]([C@@H:24]([CH2:26][CH3:27])[CH3:25])[CH:20]=2)=[O:30])=[N:48][N:47]=1. (5) Given the reactants Br[C:2]1[CH:3]=[C:4]([CH3:15])[C:5]([N:10]2[CH:14]=[N:13][CH:12]=[N:11]2)=[C:6]([CH:9]=1)[C:7]#[N:8].C([O-])([O-])=O.[K+].[K+].[C:22]1(P(C2C=CC=CC=2)C2C=CC=CC=2)C=CC=C[CH:23]=1, predict the reaction product. The product is: [CH3:15][C:4]1[C:5]([N:10]2[CH:14]=[N:13][CH:12]=[N:11]2)=[C:6]([CH:9]=[C:2]([CH:22]=[CH2:23])[CH:3]=1)[C:7]#[N:8]. (6) Given the reactants [N+:1]1([O-:9])[C:2]([CH3:8])=[CH:3][CH:4]=[CH:5][C:6]=1[CH3:7].[N+:10]([O-])([OH:12])=[O:11], predict the reaction product. The product is: [N+:10]([C:4]1[CH:3]=[C:2]([CH3:8])[N+:1]([O-:9])=[C:6]([CH3:7])[CH:5]=1)([O-:12])=[O:11]. (7) The product is: [CH3:28][C:26]1[N:27]=[C:19]([C:17]([O:16][CH3:15])=[O:18])[CH:20]=[C:21]([C:22](=[O:23])[NH:12][CH:10]([C:6]2[CH:7]=[CH:8][CH:9]=[C:4]([O:3][C:2]([F:13])([F:14])[F:1])[CH:5]=2)[CH3:11])[CH:25]=1. Given the reactants [F:1][C:2]([F:14])([F:13])[O:3][C:4]1[CH:5]=[C:6]([CH:10]([NH2:12])[CH3:11])[CH:7]=[CH:8][CH:9]=1.[CH3:15][O:16][C:17]([C:19]1[CH:20]=[C:21]([CH:25]=[C:26]([CH3:28])[N:27]=1)[C:22](O)=[O:23])=[O:18], predict the reaction product.